From a dataset of NCI-60 drug combinations with 297,098 pairs across 59 cell lines. Regression. Given two drug SMILES strings and cell line genomic features, predict the synergy score measuring deviation from expected non-interaction effect. (1) Drug 1: C1CC(C1)(C(=O)O)C(=O)O.[NH2-].[NH2-].[Pt+2]. Drug 2: C1=NNC2=C1C(=O)NC=N2. Cell line: UACC62. Synergy scores: CSS=11.5, Synergy_ZIP=-2.10, Synergy_Bliss=-0.432, Synergy_Loewe=-1.63, Synergy_HSA=0.00540. (2) Drug 1: CCCS(=O)(=O)NC1=C(C(=C(C=C1)F)C(=O)C2=CNC3=C2C=C(C=N3)C4=CC=C(C=C4)Cl)F. Drug 2: CC1=C(C(=CC=C1)Cl)NC(=O)C2=CN=C(S2)NC3=CC(=NC(=N3)C)N4CCN(CC4)CCO. Cell line: OVCAR-5. Synergy scores: CSS=4.90, Synergy_ZIP=2.17, Synergy_Bliss=6.10, Synergy_Loewe=-6.26, Synergy_HSA=0.462. (3) Drug 1: C1=CN(C=N1)CC(O)(P(=O)(O)O)P(=O)(O)O. Drug 2: C1CN(P(=O)(OC1)NCCCl)CCCl. Cell line: 786-0. Synergy scores: CSS=3.45, Synergy_ZIP=-1.78, Synergy_Bliss=-1.70, Synergy_Loewe=3.05, Synergy_HSA=-0.687. (4) Drug 1: C1=CC=C(C(=C1)C(C2=CC=C(C=C2)Cl)C(Cl)Cl)Cl. Drug 2: CN(CCCl)CCCl.Cl. Cell line: MDA-MB-435. Synergy scores: CSS=-0.638, Synergy_ZIP=4.80, Synergy_Bliss=8.05, Synergy_Loewe=-4.95, Synergy_HSA=-1.75.